From a dataset of Reaction yield outcomes from USPTO patents with 853,638 reactions. Predict the reaction yield, written as a fraction of the theoretical maximum amount of product (1.0 means a 100% yield; for example, 0.34 means a 34% yield). (1) The yield is 0.980. The catalyst is CC(O)=O.O. The product is [Br:1][C:2]1[CH:8]=[CH:7][C:5]([N:6]2[CH:9]=[N:18][N:17]=[N:16]2)=[CH:4][CH:3]=1. The reactants are [Br:1][C:2]1[CH:8]=[CH:7][C:5]([NH2:6])=[CH:4][CH:3]=1.[CH:9](OC)(OC)OC.[N-:16]=[N+:17]=[N-:18].[Na+].Cl.N([O-])=O.[Na+]. (2) The reactants are [C:1]([C:11]1[O:12][C:13]2[CH:20]=[CH:19][C:18]([O:21][CH3:22])=[C:17]([Cl:23])[C:14]=2[C:15]=1[NH2:16])(=[O:10])[CH:2]=[CH:3][C:4]1[CH:9]=[CH:8][CH:7]=[CH:6][CH:5]=1.O. The catalyst is CC(O)=O.OP(O)(O)=O. The product is [Cl:23][C:17]1[C:14]2[C:15]3[NH:16][CH:3]([C:4]4[CH:5]=[CH:6][CH:7]=[CH:8][CH:9]=4)[CH2:2][C:1](=[O:10])[C:11]=3[O:12][C:13]=2[CH:20]=[CH:19][C:18]=1[O:21][CH3:22]. The yield is 0.937.